From a dataset of CYP2C9 inhibition data for predicting drug metabolism from PubChem BioAssay. Regression/Classification. Given a drug SMILES string, predict its absorption, distribution, metabolism, or excretion properties. Task type varies by dataset: regression for continuous measurements (e.g., permeability, clearance, half-life) or binary classification for categorical outcomes (e.g., BBB penetration, CYP inhibition). Dataset: cyp2c9_veith. (1) The drug is COc1ccc(C2(C)NC(=O)N(CC(=O)Nc3ccc4c(c3)OCO4)C2=O)cc1OC. The result is 1 (inhibitor). (2) The result is 1 (inhibitor). The compound is CNC(=O)c1sc(SC)cc1-c1ccc(Cl)cc1. (3) The molecule is CC1=C(CC(=O)O)c2cc(F)ccc2/C1=C\c1ccc(S(C)(=O)=O)cc1. The result is 0 (non-inhibitor). (4) The drug is O=C(CSc1nnnn1-c1ccccc1)NCc1cccs1. The result is 0 (non-inhibitor). (5) The drug is COc1ccc(C(=O)Nc2cc(OCc3ccccc3)c(Cl)cc2Cl)cc1. The result is 1 (inhibitor). (6) The compound is COc1ccc2cc1Oc1ccc(cc1)C[C@@H]1c3c(cc(OC)c4c3Oc3cc5c(cc3O4)CCN[C@H]5C2)CCN1C. The result is 0 (non-inhibitor). (7) The molecule is C[C@]12CC[C@H]3c4ccc(O)cc4CC[C@@H]3[C@H]1CC[C@@H]2OC(=O)CCc1ccccc1. The result is 0 (non-inhibitor). (8) The compound is CO[C@@H]1COC(=O)C/C=C\[C@@H](C)[C@H](OC)COC(=O)C/C=C\[C@H]1C. The result is 0 (non-inhibitor).